This data is from NCI-60 drug combinations with 297,098 pairs across 59 cell lines. The task is: Regression. Given two drug SMILES strings and cell line genomic features, predict the synergy score measuring deviation from expected non-interaction effect. (1) Drug 1: C1=NC2=C(N=C(N=C2N1C3C(C(C(O3)CO)O)F)Cl)N. Drug 2: C1CC(=O)NC(=O)C1N2C(=O)C3=CC=CC=C3C2=O. Cell line: TK-10. Synergy scores: CSS=20.5, Synergy_ZIP=-4.65, Synergy_Bliss=-1.25, Synergy_Loewe=-0.222, Synergy_HSA=1.88. (2) Drug 1: CC1=C(C=C(C=C1)NC(=O)C2=CC=C(C=C2)CN3CCN(CC3)C)NC4=NC=CC(=N4)C5=CN=CC=C5. Drug 2: C1=NC2=C(N1)C(=S)N=CN2. Cell line: HT29. Synergy scores: CSS=24.4, Synergy_ZIP=-1.63, Synergy_Bliss=5.88, Synergy_Loewe=-17.6, Synergy_HSA=1.35. (3) Drug 1: C1=CC(=CC=C1CCC2=CNC3=C2C(=O)NC(=N3)N)C(=O)NC(CCC(=O)O)C(=O)O. Drug 2: CC(C)NC(=O)C1=CC=C(C=C1)CNNC.Cl. Cell line: MDA-MB-435. Synergy scores: CSS=0.402, Synergy_ZIP=-2.97, Synergy_Bliss=-4.96, Synergy_Loewe=-35.9, Synergy_HSA=-6.82. (4) Drug 1: CCC1=CC2CC(C3=C(CN(C2)C1)C4=CC=CC=C4N3)(C5=C(C=C6C(=C5)C78CCN9C7C(C=CC9)(C(C(C8N6C)(C(=O)OC)O)OC(=O)C)CC)OC)C(=O)OC.C(C(C(=O)O)O)(C(=O)O)O. Drug 2: CC1CCC2CC(C(=CC=CC=CC(CC(C(=O)C(C(C(=CC(C(=O)CC(OC(=O)C3CCCCN3C(=O)C(=O)C1(O2)O)C(C)CC4CCC(C(C4)OC)O)C)C)O)OC)C)C)C)OC. Cell line: IGROV1. Synergy scores: CSS=56.8, Synergy_ZIP=-8.84, Synergy_Bliss=-6.44, Synergy_Loewe=-2.50, Synergy_HSA=0.181. (5) Drug 1: C1CN1C2=NC(=NC(=N2)N3CC3)N4CC4. Drug 2: C(CN)CNCCSP(=O)(O)O. Cell line: SF-295. Synergy scores: CSS=29.3, Synergy_ZIP=-3.91, Synergy_Bliss=-5.70, Synergy_Loewe=-50.8, Synergy_HSA=-6.50. (6) Drug 1: CC1C(C(CC(O1)OC2CC(OC(C2O)C)OC3=CC4=CC5=C(C(=O)C(C(C5)C(C(=O)C(C(C)O)O)OC)OC6CC(C(C(O6)C)O)OC7CC(C(C(O7)C)O)OC8CC(C(C(O8)C)O)(C)O)C(=C4C(=C3C)O)O)O)O. Drug 2: CC1C(C(CC(O1)OC2CC(CC3=C2C(=C4C(=C3O)C(=O)C5=CC=CC=C5C4=O)O)(C(=O)C)O)N)O. Cell line: SF-268. Synergy scores: CSS=37.4, Synergy_ZIP=5.36, Synergy_Bliss=10.7, Synergy_Loewe=-2.25, Synergy_HSA=10.7. (7) Drug 1: CN(C)C(=N)N=C(N)N. Drug 2: CC1=C(C(=CC=C1)Cl)NC(=O)C2=CN=C(S2)NC3=CC(=NC(=N3)C)N4CCN(CC4)CCO. Cell line: T-47D. Synergy scores: CSS=20.7, Synergy_ZIP=0.587, Synergy_Bliss=2.03, Synergy_Loewe=-4.53, Synergy_HSA=2.47. (8) Drug 1: C1=CC(=CC=C1CCCC(=O)O)N(CCCl)CCCl. Drug 2: C1=NC(=NC(=O)N1C2C(C(C(O2)CO)O)O)N. Cell line: HOP-62. Synergy scores: CSS=7.41, Synergy_ZIP=-0.390, Synergy_Bliss=-4.07, Synergy_Loewe=-5.32, Synergy_HSA=-4.76.